From a dataset of Forward reaction prediction with 1.9M reactions from USPTO patents (1976-2016). Predict the product of the given reaction. Given the reactants [CH3:1][O:2][C:3]1[CH:8]=[CH:7][C:6]([S:9][C:10]2[CH:18]=[CH:17][C:13]([C:14](Cl)=[O:15])=[CH:12][C:11]=2[NH:19][C:20]2[C:21]3[CH:29]=[CH:28][CH:27]=[N:26][C:22]=3[N:23]=[CH:24][N:25]=2)=[CH:5][CH:4]=1.[F:30][C:31]([F:40])([F:39])[C:32]1[CH:33]=[C:34]([CH:36]=[CH:37][CH:38]=1)[NH2:35].NC1C=C(O)C(C)=CC=1.C(C1C=CC2C(NC3C=C(C=CC=3SC3C=CC(OC)=CC=3)C(Cl)=O)=NC=NC=2N=1)(C)C, predict the reaction product. The product is: [CH3:1][O:2][C:3]1[CH:8]=[CH:7][C:6]([S:9][C:10]2[CH:18]=[CH:17][C:13]([C:14]([NH:35][C:34]3[CH:36]=[CH:37][CH:38]=[C:32]([C:31]([F:30])([F:39])[F:40])[CH:33]=3)=[O:15])=[CH:12][C:11]=2[NH:19][C:20]2[C:21]3[CH:29]=[CH:28][CH:27]=[N:26][C:22]=3[N:23]=[CH:24][N:25]=2)=[CH:5][CH:4]=1.